Dataset: Forward reaction prediction with 1.9M reactions from USPTO patents (1976-2016). Task: Predict the product of the given reaction. Given the reactants [OH-].[Na+].[Br:3][C:4]1[CH:9]=[CH:8][C:7](/[C:10](/[CH3:30])=[CH:11]/[CH2:12][O:13][C:14]2[CH:19]=[CH:18][C:17]([CH2:20][C@H:21]([O:27][CH2:28][CH3:29])[C:22]([O:24]CC)=[O:23])=[CH:16][CH:15]=2)=[CH:6][CH:5]=1, predict the reaction product. The product is: [Br:3][C:4]1[CH:5]=[CH:6][C:7](/[C:10](/[CH3:30])=[CH:11]/[CH2:12][O:13][C:14]2[CH:19]=[CH:18][C:17]([CH2:20][C@H:21]([O:27][CH2:28][CH3:29])[C:22]([OH:24])=[O:23])=[CH:16][CH:15]=2)=[CH:8][CH:9]=1.